This data is from Full USPTO retrosynthesis dataset with 1.9M reactions from patents (1976-2016). The task is: Predict the reactants needed to synthesize the given product. The reactants are: CC1NC(C2C=C(C=CC=2C)C(O)=O)=C(C)N=1.[CH:18]1([C:21]2[C:30]([C:31]3[NH:35][C:34]([O:36][CH3:37])=[N:33][N:32]=3)=[CH:29][C:24]([C:25]([O:27]C)=[O:26])=[C:23]([CH3:38])[CH:22]=2)[CH2:20][CH2:19]1.CC1NC(C2C=C(C=CC=2C)C(OC)=O)=C(C)N=1. Given the product [CH:18]1([C:21]2[C:30]([C:31]3[NH:35][C:34]([O:36][CH3:37])=[N:33][N:32]=3)=[CH:29][C:24]([C:25]([OH:27])=[O:26])=[C:23]([CH3:38])[CH:22]=2)[CH2:19][CH2:20]1, predict the reactants needed to synthesize it.